This data is from NCI-60 drug combinations with 297,098 pairs across 59 cell lines. The task is: Regression. Given two drug SMILES strings and cell line genomic features, predict the synergy score measuring deviation from expected non-interaction effect. (1) Drug 1: CC1C(C(CC(O1)OC2CC(CC3=C2C(=C4C(=C3O)C(=O)C5=C(C4=O)C(=CC=C5)OC)O)(C(=O)C)O)N)O.Cl. Drug 2: COC1=NC(=NC2=C1N=CN2C3C(C(C(O3)CO)O)O)N. Cell line: OVCAR3. Synergy scores: CSS=9.53, Synergy_ZIP=2.81, Synergy_Bliss=7.32, Synergy_Loewe=-15.4, Synergy_HSA=2.40. (2) Drug 1: CCC1(CC2CC(C3=C(CCN(C2)C1)C4=CC=CC=C4N3)(C5=C(C=C6C(=C5)C78CCN9C7C(C=CC9)(C(C(C8N6C=O)(C(=O)OC)O)OC(=O)C)CC)OC)C(=O)OC)O.OS(=O)(=O)O. Drug 2: CCC(=C(C1=CC=CC=C1)C2=CC=C(C=C2)OCCN(C)C)C3=CC=CC=C3.C(C(=O)O)C(CC(=O)O)(C(=O)O)O. Cell line: MCF7. Synergy scores: CSS=37.0, Synergy_ZIP=-10.9, Synergy_Bliss=0.0961, Synergy_Loewe=-20.7, Synergy_HSA=2.80. (3) Drug 1: C1=NC(=NC(=O)N1C2C(C(C(O2)CO)O)O)N. Drug 2: C1=NNC2=C1C(=O)NC=N2. Cell line: OVCAR-8. Synergy scores: CSS=14.5, Synergy_ZIP=-8.00, Synergy_Bliss=0.401, Synergy_Loewe=-11.0, Synergy_HSA=-0.954. (4) Drug 1: C1CCN(CC1)CCOC2=CC=C(C=C2)C(=O)C3=C(SC4=C3C=CC(=C4)O)C5=CC=C(C=C5)O. Drug 2: CC1=C2C(C(=O)C3(C(CC4C(C3C(C(C2(C)C)(CC1OC(=O)C(C(C5=CC=CC=C5)NC(=O)C6=CC=CC=C6)O)O)OC(=O)C7=CC=CC=C7)(CO4)OC(=O)C)O)C)OC(=O)C. Cell line: 786-0. Synergy scores: CSS=41.3, Synergy_ZIP=3.65, Synergy_Bliss=4.21, Synergy_Loewe=-35.1, Synergy_HSA=3.56. (5) Drug 1: C1CCC(CC1)NC(=O)N(CCCl)N=O. Drug 2: CS(=O)(=O)OCCCCOS(=O)(=O)C. Cell line: BT-549. Synergy scores: CSS=7.80, Synergy_ZIP=-7.33, Synergy_Bliss=-3.98, Synergy_Loewe=-9.28, Synergy_HSA=-4.70. (6) Synergy scores: CSS=3.81, Synergy_ZIP=14.7, Synergy_Bliss=15.0, Synergy_Loewe=-5.20, Synergy_HSA=-3.44. Drug 2: CC1=C2C(C(=O)C3(C(CC4C(C3C(C(C2(C)C)(CC1OC(=O)C(C(C5=CC=CC=C5)NC(=O)OC(C)(C)C)O)O)OC(=O)C6=CC=CC=C6)(CO4)OC(=O)C)O)C)O. Drug 1: C1=CC(=CC=C1C#N)C(C2=CC=C(C=C2)C#N)N3C=NC=N3. Cell line: MOLT-4. (7) Drug 1: C1=CN(C=N1)CC(O)(P(=O)(O)O)P(=O)(O)O. Drug 2: C1=NC2=C(N1)C(=S)N=CN2. Cell line: PC-3. Synergy scores: CSS=18.6, Synergy_ZIP=-3.26, Synergy_Bliss=0.441, Synergy_Loewe=-7.07, Synergy_HSA=-0.991.